From a dataset of Forward reaction prediction with 1.9M reactions from USPTO patents (1976-2016). Predict the product of the given reaction. (1) Given the reactants [CH:1]1([C:7]([C:9]2[O:10][C:11]3[CH:18]=[CH:17][C:16]([OH:19])=[CH:15][C:12]=3[C:13]=2[CH3:14])=[O:8])[CH2:6][CH2:5][CH2:4][CH2:3][CH2:2]1.P([O-])([O-])([O-])=O.[K+].[K+].[K+].CC1C=CC(S(O[CH:39]2[CH2:44][CH2:43][O:42][CH2:41][CH2:40]2)(=O)=O)=CC=1.O, predict the reaction product. The product is: [CH:1]1([C:7]([C:9]2[O:10][C:11]3[CH:18]=[CH:17][C:16]([O:19][CH:39]4[CH2:44][CH2:43][O:42][CH2:41][CH2:40]4)=[CH:15][C:12]=3[C:13]=2[CH3:14])=[O:8])[CH2:2][CH2:3][CH2:4][CH2:5][CH2:6]1. (2) Given the reactants [CH3:1][O:2][C:3]1[C:4]([CH3:21])=[C:5]2[C:10](=[CH:11][CH:12]=1)[C:9](=O)[NH:8][C:7]([NH:14][C:15]1[CH:19]=[C:18]([CH3:20])[NH:17][N:16]=1)=[CH:6]2.O=P(Cl)(Cl)[Cl:24], predict the reaction product. The product is: [Cl:24][C:9]1[C:10]2[C:5](=[C:4]([CH3:21])[C:3]([O:2][CH3:1])=[CH:12][CH:11]=2)[CH:6]=[C:7]([NH:14][C:15]2[CH:19]=[C:18]([CH3:20])[NH:17][N:16]=2)[N:8]=1. (3) The product is: [F:1][C:2]1[CH:3]=[C:4]([N:8]2[C@@:12]3([CH2:17][CH2:16][NH:15][C@@H:14]([CH3:18])[CH2:13]3)[CH:11]=[CH:10][S:9]2(=[O:20])=[O:19])[CH:5]=[CH:6][C:7]=1[F:21]. Given the reactants [F:1][C:2]1[CH:3]=[C:4]([N:8]2[C@@:12]3([CH2:17][CH2:16][NH:15][C@@H:14]([CH3:18])[CH2:13]3)[CH:11]=[CH:10][S:9]2(=[O:20])=[O:19])[CH:5]=[CH:6][CH:7]=1.[F:21]C1C=C(C=CC=1F)N, predict the reaction product.